From a dataset of Full USPTO retrosynthesis dataset with 1.9M reactions from patents (1976-2016). Predict the reactants needed to synthesize the given product. (1) Given the product [Cl:1][C:2]1[N:3]=[C:4]([Cl:10])[C:5]([Cl:9])=[C:6]([C:33]2[CH:32]=[C:31]([Cl:30])[CH:36]=[CH:35][C:34]=2[O:40][CH3:41])[N:7]=1, predict the reactants needed to synthesize it. The reactants are: [Cl:1][C:2]1[N:7]=[C:6](Cl)[C:5]([Cl:9])=[C:4]([Cl:10])[N:3]=1.C1(P(C2C=CC=CC=2)C2C=CC=CC=2)C=CC=CC=1.[Cl:30][C:31]1[CH:32]=[CH:33][C:34]([O:40][CH3:41])=[C:35](B(O)O)[CH:36]=1.P([O-])([O-])([O-])=O.[K+].[K+].[K+]. (2) Given the product [CH2:29]([O:27][C:26]([C:2]1([CH3:1])[O:3][CH2:4][CH:5]([CH2:8][CH2:9][CH2:10][CH2:11][O:12][N:13]=[C:14]([C:16]2[CH:25]=[CH:24][C:23]3[C:18](=[CH:19][CH:20]=[CH:21][CH:22]=3)[CH:17]=2)[CH3:15])[CH2:6][O:7]1)=[O:28])[CH2:30][CH2:31][CH2:32][CH2:33][CH2:34][CH2:35][CH3:36], predict the reactants needed to synthesize it. The reactants are: [CH3:1][C:2]1([C:26]([OH:28])=[O:27])[O:7][CH2:6][CH:5]([CH2:8][CH2:9][CH2:10][CH2:11][O:12][N:13]=[C:14]([C:16]2[CH:25]=[CH:24][C:23]3[C:18](=[CH:19][CH:20]=[CH:21][CH:22]=3)[CH:17]=2)[CH3:15])[CH2:4][O:3]1.[CH2:29](Br)[CH2:30][CH2:31][CH2:32][CH2:33][CH2:34][CH2:35][CH3:36].C(=O)([O-])[O-].[K+].[K+]. (3) Given the product [Cl:1][C:2]1[CH:3]=[CH:4][C:5]2[S:9][CH:8]=[N:7][C:6]=2[CH:11]=1, predict the reactants needed to synthesize it. The reactants are: [Cl:1][C:2]1[CH:3]=[CH:4][C:5]2[S:9][C:8](S)=[N:7][C:6]=2[CH:11]=1. (4) Given the product [CH2:26]([NH:18][C:17]1[NH:16][C:14](=[O:15])[C:13]2[N:12]=[CH:11][N:10]([C:20]=2[N:19]=1)[C@@H:1]1[O:9][C@H:6]([CH2:7][OH:8])[C@@H:4]([OH:5])[C@H:2]1[OH:3])[CH:27]([CH3:29])[CH3:28], predict the reactants needed to synthesize it. The reactants are: [C@@H:1]1([N:10]2[C:20]3[N:19]=[C:17]([NH2:18])[NH:16][C:14](=[O:15])[C:13]=3[N:12]=[CH:11]2)[O:9][C@H:6]([CH2:7][OH:8])[C@@H:4]([OH:5])[C@H:2]1[OH:3].C[Si](Cl)(C)C.[C:26](O[C:26](=O)[CH:27]([CH3:29])[CH3:28])(=O)[CH:27]([CH3:29])[CH3:28].N. (5) Given the product [NH2:1][C:4]1[CH:5]=[C:6]2[C:11](=[CH:12][CH:13]=1)[O:10][CH:9]=[CH:8][C:7]2=[O:14], predict the reactants needed to synthesize it. The reactants are: [N+:1]([C:4]1[CH:5]=[C:6]2[C:11](=[CH:12][CH:13]=1)[O:10][CH:9]=[CH:8][C:7]2=[O:14])([O-])=O.